Predict the product of the given reaction. From a dataset of Forward reaction prediction with 1.9M reactions from USPTO patents (1976-2016). (1) Given the reactants [CH3:1][N:2]1[CH:6]=[C:5]([C:7]2[N:12]=[C:11]([NH:13][CH2:14][C:15]3[CH:16]=[C:17]4[C:22](=[CH:23][CH:24]=3)[N:21]=[CH:20][CH:19]=[CH:18]4)[C:10]([N+:25]([O-])=O)=[C:9](N)[CH:8]=2)[CH:4]=[N:3]1.C[OH:30], predict the reaction product. The product is: [NH2:25][C:10]1[C:11]([NH:13][CH2:14][C:15]2[CH:16]=[C:17]3[C:22](=[CH:23][CH:24]=2)[N:21]=[CH:20][CH:19]=[CH:18]3)=[N:12][C:7]([C:5]2[CH:4]=[N:3][N:2]([CH3:1])[CH:6]=2)=[CH:8][C:9]=1[OH:30]. (2) Given the reactants [CH3:1][CH2:2][CH:3](P(OCC)(OCC)=O)[C:4]([O:6][CH2:7][CH3:8])=[O:5].[H-].[Na+].[CH2:19]([O:23][C:24]1[CH:25]=[C:26]([CH:29]=[CH:30][C:31]=1[I:32])[CH:27]=O)[CH2:20][CH2:21][CH3:22].[Cl-].[NH4+], predict the reaction product. The product is: [CH2:19]([O:23][C:24]1[CH:25]=[C:26](/[CH:27]=[C:3](\[CH2:2][CH3:1])/[C:4]([O:6][CH2:7][CH3:8])=[O:5])[CH:29]=[CH:30][C:31]=1[I:32])[CH2:20][CH2:21][CH3:22]. (3) Given the reactants C([O:3][CH:4](OCC)/[CH:5]=[CH:6]/[C:7]1[C:8]2[S:16][CH:15]=[C:14]([C:17]3[CH:22]=[CH:21][C:20]([O:23][C:24]4[CH:29]=[CH:28][CH:27]=[CH:26][CH:25]=4)=[CH:19][CH:18]=3)[C:9]=2[C:10]([NH2:13])=[N:11][CH:12]=1)C.C1(C)C=CC(S(O)(=O)=O)=CC=1.CC(C)=O, predict the reaction product. The product is: [NH2:13][C:10]1[C:9]2[C:14]([C:17]3[CH:18]=[CH:19][C:20]([O:23][C:24]4[CH:29]=[CH:28][CH:27]=[CH:26][CH:25]=4)=[CH:21][CH:22]=3)=[CH:15][S:16][C:8]=2[C:7](/[CH:6]=[CH:5]/[CH:4]=[O:3])=[CH:12][N:11]=1. (4) The product is: [Cl:4][C:5]1[CH:6]=[C:7]([CH:11]([OH:23])[CH2:12][CH2:13][N:14]([CH3:22])[C:15](=[O:21])[O:16][C:17]([CH3:18])([CH3:19])[CH3:20])[CH:8]=[CH:9][CH:10]=1. Given the reactants S(C)C.[Cl:4][C:5]1[CH:6]=[C:7]([C:11](=[O:23])[CH2:12][CH2:13][N:14]([CH3:22])[C:15](=[O:21])[O:16][C:17]([CH3:20])([CH3:19])[CH3:18])[CH:8]=[CH:9][CH:10]=1.CO, predict the reaction product. (5) Given the reactants [CH3:1][S:2][C:3]1[CH:4]=[C:5]([OH:12])[CH:6]=[CH:7][C:8]=1[N+:9]([O-])=O, predict the reaction product. The product is: [NH2:9][C:8]1[CH:7]=[CH:6][C:5]([OH:12])=[CH:4][C:3]=1[S:2][CH3:1]. (6) Given the reactants [O:1]1[CH2:6][CH2:5][N:4]([CH2:7][C@H:8]2[CH2:12][CH2:11][C@@H:10]([NH:13]C(=O)OC(C)(C)C)[CH2:9]2)[CH2:3][CH2:2]1.FC(F)(F)C(O)=O.O1CCN(CC2CCC(N)C2)CC1, predict the reaction product. The product is: [O:1]1[CH2:2][CH2:3][N:4]([CH2:7][C@H:8]2[CH2:12][CH2:11][C@@H:10]([NH2:13])[CH2:9]2)[CH2:5][CH2:6]1. (7) Given the reactants C(OC([NH:8][C:9]1[N:14]=[CH:13][C:12]([C:15]2[N:23]=[C:22]3[C:18]([N:19]=[CH:20][N:21]3[CH2:24][CH2:25][C:26](O)=[O:27])=[C:17]([N:29]3[CH2:34][CH2:33][O:32][CH2:31][CH2:30]3)[N:16]=2)=[CH:11][N:10]=1)=O)(C)(C)C.[NH:35]1[CH2:39][CH2:38][C@H:37]([OH:40])[CH2:36]1, predict the reaction product. The product is: [NH2:8][C:9]1[N:10]=[CH:11][C:12]([C:15]2[N:23]=[C:22]3[C:18]([N:19]=[CH:20][N:21]3[CH2:24][CH2:25][C:26]([N:35]3[CH2:39][CH2:38][C@H:37]([OH:40])[CH2:36]3)=[O:27])=[C:17]([N:29]3[CH2:34][CH2:33][O:32][CH2:31][CH2:30]3)[N:16]=2)=[CH:13][N:14]=1. (8) Given the reactants Br[C:2]1[C:3]2[C:4]3[CH:17]=[CH:16][S:15][C:5]=3[C:6](=[O:14])[NH:7][C:8]=2[CH:9]=[CH:10][C:11]=1[O:12][CH3:13].CC1(C)C(C)(C)OB([C:26]2[CH:31]=[CH:30][C:29]([CH2:32][CH:33]([NH:35][C:36](=[O:42])[O:37][C:38]([CH3:41])([CH3:40])[CH3:39])[CH3:34])=[CH:28][CH:27]=2)O1, predict the reaction product. The product is: [CH3:13][O:12][C:11]1[CH:10]=[CH:9][C:8]2[NH:7][C:6](=[O:14])[C:5]3[S:15][CH:16]=[CH:17][C:4]=3[C:3]=2[C:2]=1[C:26]1[CH:27]=[CH:28][C:29]([CH2:32][CH:33]([NH:35][C:36](=[O:42])[O:37][C:38]([CH3:41])([CH3:40])[CH3:39])[CH3:34])=[CH:30][CH:31]=1.